Dataset: Full USPTO retrosynthesis dataset with 1.9M reactions from patents (1976-2016). Task: Predict the reactants needed to synthesize the given product. (1) Given the product [O:18]1[CH2:19][CH2:20][N:15]([CH2:13][CH2:12][C:8]2[S:7][CH:11]=[CH:10][CH:9]=2)[CH2:16][CH2:17]1, predict the reactants needed to synthesize it. The reactants are: [H-].[Al+3].[Li+].[H-].[H-].[H-].[S:7]1[CH:11]=[CH:10][CH:9]=[C:8]1[CH2:12][C:13]([N:15]1[CH2:20][CH2:19][O:18][CH2:17][CH2:16]1)=O.Cl. (2) Given the product [ClH:48].[ClH:48].[C:1]([C:5]1[N:10]=[C:9]([NH:11][CH2:12][CH2:13][CH2:14][O:15][CH3:16])[C:8]([C:17]([N:19]([C@H:20]2[CH2:25][C@@H:24]([C:26]([CH:28]3[CH2:29][CH2:30]3)=[O:27])[CH2:23][NH:22][CH2:21]2)[CH2:38][CH:39]([CH3:41])[CH3:40])=[O:18])=[CH:7][N:6]=1)([CH3:3])([CH3:4])[CH3:2], predict the reactants needed to synthesize it. The reactants are: [C:1]([C:5]1[N:10]=[C:9]([NH:11][CH2:12][CH2:13][CH2:14][O:15][CH3:16])[C:8]([C:17]([N:19]([CH2:38][CH:39]([CH3:41])[CH3:40])[C@H:20]2[CH2:25][C@@H:24]([C:26]([CH:28]3[CH2:30][CH2:29]3)=[O:27])[CH2:23][N:22](C(OC(C)(C)C)=O)[CH2:21]2)=[O:18])=[CH:7][N:6]=1)([CH3:4])([CH3:3])[CH3:2].C(OCC)(=O)C.[ClH:48]. (3) Given the product [Cl:8][C:9]1[C:14]([N+:15]([O-:17])=[O:16])=[C:13]([NH:21][CH2:22][CH2:23][CH2:24][CH2:25][OH:26])[C:12]([CH3:19])=[C:11]([CH3:20])[N:10]=1, predict the reactants needed to synthesize it. The reactants are: C(N(CC)CC)C.[Cl:8][C:9]1[C:14]([N+:15]([O-:17])=[O:16])=[C:13](Cl)[C:12]([CH3:19])=[C:11]([CH3:20])[N:10]=1.[NH2:21][CH2:22][CH2:23][CH2:24][CH2:25][OH:26]. (4) Given the product [CH:14]1([C:49]2([OH:48])[CH2:50][CH2:42][N:41]([C:32]([NH:31][C:23]3[CH:22]=[C:21]([CH:26]=[C:25]([C:27]([F:30])([F:29])[F:28])[CH:24]=3)[O:20][C:16]3[CH:15]=[C:14]([C:2]([CH3:1])([CH3:13])[C:3]([OH:5])=[O:4])[CH:19]=[CH:18][CH:17]=3)=[O:33])[CH2:43]2)[CH2:19][CH2:18][CH2:17][CH2:16][CH2:15]1, predict the reactants needed to synthesize it. The reactants are: [CH3:1][C:2]([C:14]1[CH:19]=[CH:18][CH:17]=[C:16]([O:20][C:21]2[CH:26]=[C:25]([C:27]([F:30])([F:29])[F:28])[CH:24]=[C:23]([NH:31][C:32](OCC(Cl)(Cl)Cl)=[O:33])[CH:22]=2)[CH:15]=1)([CH3:13])[C:3]([O:5]CC1C=CC=CC=1)=[O:4].C[N:41]([CH:43]=O)[CH3:42].C([O:48][CH2:49][CH3:50])(=O)C. (5) Given the product [CH3:24][O:25][C:26](=[O:40])[CH2:27][C:28]1[C:32]2[C:33]([CH3:39])=[CH:34][C:35]([O:22][CH2:21][C:20]3[C:15]([CH3:14])=[N:16][C:17]([CH3:23])=[CH:18][CH:19]=3)=[C:36]([CH3:37])[C:31]=2[O:30][CH:29]=1, predict the reactants needed to synthesize it. The reactants are: C(P(CCCC)CCCC)CCC.[CH3:14][C:15]1[C:20]([CH2:21][OH:22])=[CH:19][CH:18]=[C:17]([CH3:23])[N:16]=1.[CH3:24][O:25][C:26](=[O:40])[CH2:27][C:28]1[C:32]2[C:33]([CH3:39])=[CH:34][C:35](O)=[C:36]([CH3:37])[C:31]=2[O:30][CH:29]=1.C1CCN(C(N=NC(N2CCCCC2)=O)=O)CC1. (6) Given the product [C:16]1(=[C:9](/[NH:7][CH:8]=[O:4])\[C:10]([O:12][CH2:13][CH3:14])=[O:11])\[CH2:15][CH2:24][CH2:23][C:22]2[C:17]\1=[CH:18][CH:19]=[CH:20][CH:21]=2, predict the reactants needed to synthesize it. The reactants are: CC(C)([O-:4])C.[K+].[N+:7]([CH2:9][C:10]([O:12][CH2:13][CH3:14])=[O:11])#[C-:8].[CH2:15]1[C:24](=O)[CH2:23][C:22]2[C:17](=[CH:18][CH:19]=[CH:20][CH:21]=2)[CH2:16]1.C(O)(=O)C.